Task: Predict the reactants needed to synthesize the given product.. Dataset: Full USPTO retrosynthesis dataset with 1.9M reactions from patents (1976-2016) (1) Given the product [OH:34][CH2:33][CH2:32][O:31][C:30]1[CH:35]=[C:36]([NH:38][CH:39]([C:40]2[CH:41]=[N:42][C:43]([O:46][CH3:47])=[CH:44][CH:45]=2)[C:8]([C:10]2[C:18]3[C:13](=[CH:14][CH:15]=[CH:16][CH:17]=3)[NH:12][CH:11]=2)=[O:9])[CH:37]=[C:28]([O:27][CH3:26])[CH:29]=1, predict the reactants needed to synthesize it. The reactants are: C(N(CC)CC)C.[CH:8]([C:10]1[C:18]2[C:13](=[CH:14][CH:15]=[CH:16][CH:17]=2)[N:12](C(OC(C)(C)C)=O)[CH:11]=1)=[O:9].[CH3:26][O:27][C:28]1[CH:29]=[C:30]([CH:35]=[C:36]([N:38]=[CH:39][C:40]2[CH:41]=[N:42][C:43]([O:46][CH3:47])=[CH:44][CH:45]=2)[CH:37]=1)[O:31][CH2:32][CH2:33][OH:34]. (2) Given the product [NH2:8][CH:9]([CH2:13][C:14]1[CH:19]=[CH:18][C:17]([C:20]2[N:25]=[N:24][C:23]([CH3:26])=[N:22][N:21]=2)=[CH:16][CH:15]=1)[C:10]([OH:12])=[O:11], predict the reactants needed to synthesize it. The reactants are: C(OC([NH:8][CH:9]([CH2:13][C:14]1[CH:19]=[CH:18][C:17]([C:20]2[N:21]=[N:22][C:23]([CH3:26])=[N:24][N:25]=2)=[CH:16][CH:15]=1)[C:10]([OH:12])=[O:11])=O)(C)(C)C.Cl. (3) Given the product [C:13]1([CH2:19][CH2:20][C:21]([NH:1][CH2:2][C:3]2[CH:12]=[CH:11][C:6]([C:7]([O:9][CH3:10])=[O:8])=[CH:5][N:4]=2)=[O:22])[CH:18]=[CH:17][CH:16]=[CH:15][CH:14]=1, predict the reactants needed to synthesize it. The reactants are: [NH2:1][CH2:2][C:3]1[CH:12]=[CH:11][C:6]([C:7]([O:9][CH3:10])=[O:8])=[CH:5][N:4]=1.[C:13]1([CH2:19][CH2:20][C:21](Cl)=[O:22])[CH:18]=[CH:17][CH:16]=[CH:15][CH:14]=1.C([O-])(O)=O.[Na+]. (4) Given the product [O:1]1[CH2:7][CH2:6][CH2:5][O:4][C:3]2[CH:8]=[C:9]([C:12]([C:14]3[CH:15]=[C:16]([O:22][CH3:23])[CH:17]=[C:18]([O:20][CH3:21])[CH:19]=3)=[O:13])[CH:10]=[CH:11][C:2]1=2, predict the reactants needed to synthesize it. The reactants are: [O:1]1[CH2:7][CH2:6][CH2:5][O:4][C:3]2[CH:8]=[C:9]([CH:12]([C:14]3[CH:19]=[C:18]([O:20][CH3:21])[CH:17]=[C:16]([O:22][CH3:23])[CH:15]=3)[OH:13])[CH:10]=[CH:11][C:2]1=2.